From a dataset of NCI-60 drug combinations with 297,098 pairs across 59 cell lines. Regression. Given two drug SMILES strings and cell line genomic features, predict the synergy score measuring deviation from expected non-interaction effect. Drug 1: CCCCC(=O)OCC(=O)C1(CC(C2=C(C1)C(=C3C(=C2O)C(=O)C4=C(C3=O)C=CC=C4OC)O)OC5CC(C(C(O5)C)O)NC(=O)C(F)(F)F)O. Drug 2: C1=NC2=C(N1)C(=S)N=CN2. Cell line: U251. Synergy scores: CSS=53.3, Synergy_ZIP=-4.53, Synergy_Bliss=-3.31, Synergy_Loewe=-8.20, Synergy_HSA=-1.62.